Dataset: Full USPTO retrosynthesis dataset with 1.9M reactions from patents (1976-2016). Task: Predict the reactants needed to synthesize the given product. (1) Given the product [CH3:27][O:26][C:24]([C:19]1[S:18][C:17]([C:15]([O:14][CH3:13])=[O:16])=[C:21]2[C:20]=1[O:23][CH2:3][Si:2]([CH3:12])([CH3:11])[CH2:1][O:22]2)=[O:25], predict the reactants needed to synthesize it. The reactants are: [CH3:1][Si:2]1([CH3:12])[CH2:11]OC2C(=CSC=2)O[CH2:3]1.[CH3:13][O:14][C:15]([C:17]1[S:18][C:19]([C:24]([O:26][CH3:27])=[O:25])=[C:20]([OH:23])[C:21]=1[OH:22])=[O:16].S1C=CC=C1.OC([SiH](C)C)O.C1C=CC(P(C2C=CC=CC=2)C2C=CC=CC=2)=CC=1.CCOC(/N=N/C(OCC)=O)=O. (2) Given the product [CH2:1]([O:2][C:3](=[O:11])[CH2:4][C:5](=[O:10])[CH2:6][CH2:7][O:8][CH3:9])[CH3:12], predict the reactants needed to synthesize it. The reactants are: [CH3:1][O:2][C:3](=[O:11])[CH2:4][C:5](=[O:10])[CH2:6][CH2:7][O:8][CH3:9].[CH:12](OCC)(OCC)OCC. (3) Given the product [CH3:8][C:9]([OH:10])([CH2:7][CH2:6][CH2:5][CH:4]=[CH2:3])[CH3:11], predict the reactants needed to synthesize it. The reactants are: [Mg].Br[CH2:3][CH2:4][CH2:5][CH:6]=[CH2:7].[CH3:8][C:9]([CH3:11])=[O:10].Cl. (4) The reactants are: [CH3:1][O:2][C:3]1[CH:12]=[CH:11][CH:10]=[C:9]2[C:4]=1[CH:5]=[CH:6][C:7]([NH:13][C:14]1[S:15][C:16]([NH:24][C:25]([C:27]3[CH:31]=[CH:30][S:29][CH:28]=3)=[O:26])=[C:17]([C:19]([O:21]CC)=O)[N:18]=1)=[CH:8]2.[NH3:32].CO. Given the product [CH3:1][O:2][C:3]1[CH:12]=[CH:11][CH:10]=[C:9]2[C:4]=1[CH:5]=[CH:6][C:7]([NH:13][C:14]1[S:15][C:16]([NH:24][C:25]([C:27]3[CH:31]=[CH:30][S:29][CH:28]=3)=[O:26])=[C:17]([C:19]([NH2:32])=[O:21])[N:18]=1)=[CH:8]2, predict the reactants needed to synthesize it. (5) The reactants are: [CH:1]1([CH2:7][O:8][CH2:9][CH2:10][CH2:11][CH2:12][CH2:13][CH2:14][C:15]2[CH:16]=[C:17]([CH:22]=[CH:23][CH:24]=2)/[C:18](=[N:20]/[OH:21])/[NH2:19])[CH2:6][CH2:5][CH2:4][CH2:3][CH2:2]1.[C:25]([C:27]1([C:30](O)=[O:31])[CH2:29][CH2:28]1)#[N:26]. Given the product [C:25]([C:27]1([C:30]([O:21]/[N:20]=[C:18](\[NH2:19])/[C:17]2[CH:22]=[CH:23][CH:24]=[C:15]([CH2:14][CH2:13][CH2:12][CH2:11][CH2:10][CH2:9][O:8][CH2:7][CH:1]3[CH2:6][CH2:5][CH2:4][CH2:3][CH2:2]3)[CH:16]=2)=[O:31])[CH2:29][CH2:28]1)#[N:26], predict the reactants needed to synthesize it. (6) Given the product [ClH:89].[C:54]([CH2:53][CH2:62][CH2:95][NH:96][C:97](=[O:98])[C@H:12]([CH3:16])[CH2:11][C@H:10]([OH:17])[C@@H:9]([NH2:8])[CH2:25][C@@H:26]([CH:42]([CH3:43])[CH3:44])[CH2:27][C:28]1[CH:33]=[CH:32][C:31]([O:34][CH3:35])=[C:30]([O:36][CH2:37][CH2:38][CH2:39][O:40][CH3:41])[CH:29]=1)(=[O:61])[NH2:90], predict the reactants needed to synthesize it. The reactants are: C(OC([NH:8][C@@H:9]([CH2:25][C@@H:26]([CH:42]([CH3:44])[CH3:43])[CH2:27][C:28]1[CH:33]=[CH:32][C:31]([O:34][CH3:35])=[C:30]([O:36][CH2:37][CH2:38][CH2:39][O:40][CH3:41])[CH:29]=1)[C@@H:10]([O:17][Si](C(C)(C)C)(C)C)[CH2:11][C@@H:12]([CH3:16])C(O)=O)=O)(C)(C)C.C(OC(N[C@@H:53]([CH2:62][C@@H](C(C)C)CC1C=CC(OC)=C([O:61][CH2:54][CH2:53][CH2:62]OC)C=1)[C@@H:54]([OH:61])[CH2:62][C@@H:53](C)[C:54]([OH:61])=O)=O)(C)(C)C.[Si]([Cl:89])(C(C)(C)C)(C)C.[NH:90]1C=CN=C1.[CH3:95][N:96](C)[CH:97]=[O:98].